This data is from Peptide-MHC class II binding affinity with 134,281 pairs from IEDB. The task is: Regression. Given a peptide amino acid sequence and an MHC pseudo amino acid sequence, predict their binding affinity value. This is MHC class II binding data. (1) The peptide sequence is LCQPVLPSPACQLVLHQILKGG. The MHC is DRB1_0401 with pseudo-sequence DRB1_0401. The binding affinity (normalized) is 0. (2) The peptide sequence is KFTVFEAAFNKAIKE. The MHC is DRB1_0405 with pseudo-sequence DRB1_0405. The binding affinity (normalized) is 0.546. (3) The peptide sequence is AVDGRFAVPQILGDE. The MHC is HLA-DQA10301-DQB10302 with pseudo-sequence HLA-DQA10301-DQB10302. The binding affinity (normalized) is 0.320.